Dataset: NCI-60 drug combinations with 297,098 pairs across 59 cell lines. Task: Regression. Given two drug SMILES strings and cell line genomic features, predict the synergy score measuring deviation from expected non-interaction effect. (1) Drug 1: C1=CC(=CC=C1CCCC(=O)O)N(CCCl)CCCl. Drug 2: CC1C(C(=O)NC(C(=O)N2CCCC2C(=O)N(CC(=O)N(C(C(=O)O1)C(C)C)C)C)C(C)C)NC(=O)C3=C4C(=C(C=C3)C)OC5=C(C(=O)C(=C(C5=N4)C(=O)NC6C(OC(=O)C(N(C(=O)CN(C(=O)C7CCCN7C(=O)C(NC6=O)C(C)C)C)C)C(C)C)C)N)C. Cell line: U251. Synergy scores: CSS=31.5, Synergy_ZIP=0.644, Synergy_Bliss=-0.808, Synergy_Loewe=-0.424, Synergy_HSA=-0.419. (2) Drug 1: C1=CC=C(C(=C1)C(C2=CC=C(C=C2)Cl)C(Cl)Cl)Cl. Drug 2: C(CC(=O)O)C(=O)CN.Cl. Cell line: OVCAR3. Synergy scores: CSS=10.8, Synergy_ZIP=2.49, Synergy_Bliss=7.27, Synergy_Loewe=-1.86, Synergy_HSA=2.78. (3) Drug 1: CC1=C(C=C(C=C1)NC2=NC=CC(=N2)N(C)C3=CC4=NN(C(=C4C=C3)C)C)S(=O)(=O)N.Cl. Drug 2: N.N.Cl[Pt+2]Cl. Cell line: NCIH23. Synergy scores: CSS=0.806, Synergy_ZIP=1.31, Synergy_Bliss=0.966, Synergy_Loewe=0.519, Synergy_HSA=0.103. (4) Cell line: SR. Drug 1: CC(C1=C(C=CC(=C1Cl)F)Cl)OC2=C(N=CC(=C2)C3=CN(N=C3)C4CCNCC4)N. Synergy scores: CSS=75.9, Synergy_ZIP=3.02, Synergy_Bliss=-0.458, Synergy_Loewe=-0.182, Synergy_HSA=2.87. Drug 2: CC1CCC2CC(C(=CC=CC=CC(CC(C(=O)C(C(C(=CC(C(=O)CC(OC(=O)C3CCCCN3C(=O)C(=O)C1(O2)O)C(C)CC4CCC(C(C4)OC)OCCO)C)C)O)OC)C)C)C)OC.